Predict the product of the given reaction. From a dataset of Forward reaction prediction with 1.9M reactions from USPTO patents (1976-2016). (1) Given the reactants [CH3:1][O:2][C:3]1[CH:8]=[CH:7][C:6]([C:9](=[O:11])[CH3:10])=[CH:5][C:4]=1[CH3:12].C([O:15][C:16](=O)[C:17]([F:20])([F:19])[F:18])C.[O-]CC.[Na+].Cl, predict the reaction product. The product is: [F:18][C:17]([F:20])([F:19])[C:16](=[O:15])[CH2:10][C:9]([C:6]1[CH:7]=[CH:8][C:3]([O:2][CH3:1])=[C:4]([CH3:12])[CH:5]=1)=[O:11]. (2) Given the reactants [NH2:1][CH2:2][CH2:3][N:4]1[C:8](=[O:9])/[C:7](=[CH:10]/[C:11]2[CH:12]=[C:13]3[C:17](=[CH:18][CH:19]=2)[N:16]([CH2:20][C:21]2[CH:26]=[CH:25][C:24]([Cl:27])=[CH:23][C:22]=2[C:28]([F:31])([F:30])[F:29])[N:15]=[CH:14]3)/[S:6][C:5]1=[O:32].[C:33](OC(=O)C)(=[O:35])[CH3:34], predict the reaction product. The product is: [Cl:27][C:24]1[CH:25]=[CH:26][C:21]([CH2:20][N:16]2[C:17]3[C:13](=[CH:12][C:11](/[CH:10]=[C:7]4/[C:8](=[O:9])[N:4]([CH2:3][CH2:2][NH:1][C:33](=[O:35])[CH3:34])[C:5](=[O:32])[S:6]/4)=[CH:19][CH:18]=3)[CH:14]=[N:15]2)=[C:22]([C:28]([F:30])([F:29])[F:31])[CH:23]=1. (3) Given the reactants Br[C:2]1[C:6]2[CH:7]=[C:8]([C:11]([O:13][CH3:14])=[O:12])[CH:9]=[CH:10][C:5]=2[O:4][CH:3]=1.[F:15][C:16]([F:28])([F:27])[O:17][C:18]1[CH:19]=[C:20](B(O)O)[CH:21]=[CH:22][CH:23]=1, predict the reaction product. The product is: [F:15][C:16]([F:27])([F:28])[O:17][C:18]1[CH:23]=[C:22]([C:2]2[C:6]3[CH:7]=[C:8]([C:11]([O:13][CH3:14])=[O:12])[CH:9]=[CH:10][C:5]=3[O:4][CH:3]=2)[CH:21]=[CH:20][CH:19]=1.